From a dataset of Full USPTO retrosynthesis dataset with 1.9M reactions from patents (1976-2016). Predict the reactants needed to synthesize the given product. (1) Given the product [Cl:1][C:2]1[CH:7]=[CH:6][C:5]([N:8]2[C@@H:12]([C:13]3[CH:18]=[CH:17][C:16]([NH2:19])=[CH:15][CH:14]=3)[CH2:11][CH2:10][C@@H:9]2[C:22]2[CH:23]=[CH:24][C:25]([NH2:28])=[CH:26][CH:27]=2)=[CH:4][CH:3]=1, predict the reactants needed to synthesize it. The reactants are: [Cl:1][C:2]1[CH:7]=[CH:6][C:5]([N:8]2[CH:12]([C:13]3[CH:18]=[CH:17][C:16]([N+:19]([O-])=O)=[CH:15][CH:14]=3)[CH2:11][CH2:10][CH:9]2[C:22]2[CH:27]=[CH:26][C:25]([N+:28]([O-])=O)=[CH:24][CH:23]=2)=[CH:4][CH:3]=1. (2) The reactants are: [Br:1][C:2]1[CH:3]=[CH:4][CH:5]=[C:6]2[C:11]=1[N:10]=[CH:9][C:8]([C:12]([O:14][CH2:15][CH3:16])=[O:13])=[C:7]2Cl.[CH3:18][O:19][C:20]1[CH:27]=[CH:26][C:23]([CH2:24][NH2:25])=[CH:22][CH:21]=1.CCN(C(C)C)C(C)C. Given the product [Br:1][C:2]1[CH:3]=[CH:4][CH:5]=[C:6]2[C:11]=1[N:10]=[CH:9][C:8]([C:12]([O:14][CH2:15][CH3:16])=[O:13])=[C:7]2[NH:25][CH2:24][C:23]1[CH:26]=[CH:27][C:20]([O:19][CH3:18])=[CH:21][CH:22]=1, predict the reactants needed to synthesize it.